From a dataset of Drug-target binding data from BindingDB using IC50 measurements. Regression. Given a target protein amino acid sequence and a drug SMILES string, predict the binding affinity score between them. We predict pIC50 (pIC50 = -log10(IC50 in M); higher means more potent). Dataset: bindingdb_ic50. (1) The compound is CCN(CC)CCOc1ccc(Nc2ncc3cc(-c4c(Cl)cccc4Cl)c(=O)n(C)c3n2)cc1. The target protein (Q01538) has sequence MSLENEDKRARTRSKALRGPPETTAADLSCPTPGCTGSGHVRGKYSRHRSLQSCPLAKKRKLEGAEAEHLVSKRKSHPLKLALDEGYGVDSDGSEDTEVKDASVSDESEGTLEGAEAETSGQDEIHRPETAEGRSPVKSHFGSNPIGSATASSKGSYSSYQGIIATSLLNLGQIAEETLVEEDLGQAAKPGPGIVHLLQEAAEGAASEEGEKGLFIQPEDAEEVVEVTTERSQDLCPQSLEDAASEESSKQKGILSHEEEDEEEEEEEEEEEEDEEEEEEEEEEEEEEEEEEEEEEEEEEEEEEEEAAPDVIFQEDTSHTSAQKAPELRGPESPSPKPEYSVIVEVRSDDDKDEDTHSRKSTVTDESEMQDMMTRGNLGLLEQAIALKAEQVRTVCEPGCPPAEQSQLGLGEPGKAAKPLDTVRKSYYSKDPSRAEKREIKCPTPGCDGTGHVTGLYPHHRSLSGCPHKDRIPPEILAMHENVLKCPTPGCTGQGHVNSN.... The pIC50 is 8.1. (2) The compound is CC[C@H](C)[C@H](N)C(=O)N[C@@H](CCCCN)C(=O)N[C@@H](CS)C(=O)N[C@@H](CC(N)=O)C(=O)N[C@@H](CS)C(=O)N[C@@H](C)C(=O)N[C@@H](CCCNC(=N)N)C(=O)N[C@@H](Cc1cnc[nH]1)C(=O)N[C@H](C(=O)N[C@H](C(=O)N[C@@H](CCCCN)C(=O)N1CCC[C@H]1C(=O)N[C@@H](Cc1cnc[nH]1)C(=O)N[C@H](C(=O)N[C@@H](CS)C(=O)N[C@@H](CCCNC(=N)N)C(=O)N[C@@H](CCCCN)C(=O)N[C@H](C(=O)N[C@@H](CS)C(=O)NCC(=O)N[C@@H](CCCCN)C(=O)N[C@@H](CC(N)=O)C(N)=O)[C@@H](C)CC)[C@@H](C)CC)[C@@H](C)CC)C(C)C. The target protein (P12319) has sequence MAPAMESPTLLCVALLFFAPDGVLAVPQKPKVSLNPPWNRIFKGENVTLTCNGNNFFEVSSTKWFHNGSLSEETNSSLNIVNAKFEDSGEYKCQHQQVNESEPVYLEVFSDWLLLQASAEVVMEGQPLFLRCHGWRNWDVYKVIYYKDGEALKYWYENHNISITNATVEDSGTYYCTGKVWQLDYESEPLNITVIKAPREKYWLQFFIPLLVVILFAVDTGLFISTQQQVTFLLKIKRTRKGFRLLNPHPKPNPKNN. The pIC50 is 4.2. (3) The pIC50 is 5.7. The target protein (Q11130) has sequence MNNAGHGPTRRLRGLGVLAGVALLAALWLLWLLGSAPRGTPAPQPTITILVWHWPFTDQPPELPSDTCTRYGIARCHLSANRSLLASADAVVFHHRELQTRRSHLPLAQRPRGQPWVWASMESPSHTHGLSHLRGIFNWVLSYRRDSDIFVPYGRLEPHWGPSPPLPAKSRVAAWVVSNFQERQLRARLYRQLAPHLRVDVFGRANGRPLCASCLVPTVAQYRFYLSFENSQHRDYITEKFWRNALVAGTVPVVLGPPRATYEAFVPADAFVHVDDFGSARELAAFLTGMNESRYQRFFAWRDRLRVRLFTDWRERFCAICDRYPHLPRSQVYEDLEGWFQA. The compound is O=C(O[C@@H]1Cc2c(O)cc(O)cc2O[C@@H]1c1cc(O)c(O)c(O)c1)c1cc(O)c(O)c(O)c1. (4) The drug is CC[C@H](C)[C@@H]1NC(=O)[C@H](Cc2cn(OC)c3ccccc23)NC(=O)[C@H](CCCCC(C)=O)NC(=O)[C@H]2CCCCN2C1=O. The target protein (Q62805) has sequence MELAPVNLSEGNGSDPEPPAEPRPLFGIGVENFITLVVFGLIFAMGVLGNSLVITVLARSKPGKPRSTTNLFILNLSIADLAYLLFCIPFQATVYALPTWVLGAFICKFIHYFFTVSMLVSIFTLAAMSVDRYVAIVHSRRSSSLRVSRNALLGVGFIWALSIAMASPVAYYQRLFHRDSNQTFCWEHWPNQLHKKAYVVCTFVFGYLLPLLLICFCYAKVLNHLHKKLKNMSKKSEASKKKTAQTVLVVVVVFGISWLPHHVIHLWAEFGAFPLTPASFFFRITAHCLAYSNSSVNPIIYAFLSENFRKAYKQVFKCRVCNESPHGDAKEKNRIDTPPSTNCTHV. The pIC50 is 7.0. (5) The drug is Cc1ccc(C(C)C(=O)O)cc1. The target protein (P55926) has sequence MELKTEEEEVGGVQPVSIQAFASSSTLHGLAHIFSYERLSLKRALWALCFLGSLAVLLCVCTERVQYYFCYHHVTKLDEVAASQLTFPAVTLCNLNEFRFSQVSKNDLYHAGELLALLNNRYEIPDTQMADEKQLEILQDKANFRSFKPKPFNMREFYDRAGHDIRDMLLSCHFRGEACSAEDFKVVFTRYGKCYTFNSGQDGRPRLKTMKGGTGNGLEIMLDIQQDEYLPVWGETDETSFEAGIKVQIHSQDEPPFIDQLGFGVAPGFQTFVSCQEQRLIYLPSPWGTCNAVTMDSDFFDSYSITACRIDCETRYLVENCNCRMVHMPGDAPYCTPEQYKECADPALDFLVEKDQEYCVCEMPCNLTRYGKELSMVKIPSKASAKYLAKKFNKSEQYIGENILVLDIFFEVLNYETIEQKKAYEIAGLLGDIGGQMGLFIGASILTVLELFDYAYEVIKHRLCRRGKCQKEAKRSSADKGVALSLDDVKRHNPCESLRG.... The pIC50 is 2.0. (6) The small molecule is C[C@]1(/C=C/C#N)[C@H](C(=O)[O-])N2C(=O)C[C@H]2S1(=O)=O. The target protein (P00808) has sequence MKLWFSTLKLKKAAAVLLFSCVALAGCANNQTNASQPAEKNEKTEMKDDFAKLEEQFDAKLGIFALDTGTNRTVAYRPDERFAFASTIKALTVGVLLQQKSIEDLNQRITYTRDDLVNYNPITEKHVDTGMTLKELADASLRYSDNAAQNLILKQIGGPESLKKELRKIGDEVTNPERFEPELNEVNPGETQDTSTARALVTSLRAFALEDKLPSEKRELLIDWMKRNTTGDALIRAGVPDGWEVADKTGAASYGTRNDIAIIWPPKGDPVVLAVLSSRDKKDAKYDDKLIAEATKVVMKALNMNGK. The pIC50 is 6.5. (7) The compound is O=C(O)[C@H]1CCCN(S(=O)(=O)c2ccc3ccccc3c2)C1. The target protein (P17516) has sequence MDPKYQRVELNDGHFMPVLGFGTYAPPEVPRNRAVEVTKLAIEAGFRHIDSAYLYNNEEQVGLAIRSKIADGSVKREDIFYTSKLWCTFFQPQMVQPALESSLKKLQLDYVDLYLLHFPMALKPGETPLPKDENGKVIFDTVDLSATWEVMEKCKDAGLAKSIGVSNFNCRQLEMILNKPGLKYKPVCNQVECHPYLNQSKLLDFCKSKDIVLVAHSALGTQRHKLWVDPNSPVLLEDPVLCALAKKHKQTPALIALRYQLQRGVVVLAKSYNEQRIRENIQVFEFQLTSEDMKVLDGLNRNYRYVVMDFLMDHPDYPFSDEY. The pIC50 is 5.5.